Dataset: Forward reaction prediction with 1.9M reactions from USPTO patents (1976-2016). Task: Predict the product of the given reaction. (1) Given the reactants [BH4-].[Na+].CO.[Cl:5][C:6]1[C:24]([Cl:25])=[CH:23][C:9]2[N:10]([CH2:18][C:19](=[O:22])[CH2:20][CH3:21])[C:11]([CH2:13][C:14]([F:17])([F:16])[F:15])=[N:12][C:8]=2[CH:7]=1, predict the reaction product. The product is: [Cl:5][C:6]1[C:24]([Cl:25])=[CH:23][C:9]2[N:10]([CH2:18][CH:19]([OH:22])[CH2:20][CH3:21])[C:11]([CH2:13][C:14]([F:15])([F:16])[F:17])=[N:12][C:8]=2[CH:7]=1. (2) Given the reactants Cl[CH2:2][C:3]1[N:4]=[C:5]2[CH:10]=[CH:9][CH:8]=[CH:7][N:6]2[C:11]=1[C:12]#[C:13][C:14]1[CH:19]=[CH:18][CH:17]=[C:16]([C:20]([F:23])([F:22])[F:21])[CH:15]=1.[N:24]1[CH:29]=[CH:28][CH:27]=[CH:26][C:25]=1[SH:30].C(=O)([O-])[O-].[Cs+].[Cs+].O, predict the reaction product. The product is: [N:24]1[CH:29]=[CH:28][CH:27]=[CH:26][C:25]=1[S:30][CH2:2][C:3]1[N:4]=[C:5]2[CH:10]=[CH:9][CH:8]=[CH:7][N:6]2[C:11]=1[C:12]#[C:13][C:14]1[CH:19]=[CH:18][CH:17]=[C:16]([C:20]([F:23])([F:22])[F:21])[CH:15]=1. (3) Given the reactants [Cl:1][CH2:2][C:3]([N:5]1[CH2:10][CH2:9][N:8]([C:11]2[CH:32]=[CH:31][C:14]([NH:15][C:16]3[N:21]=[C:20]([C:22]4[N:26]([CH:27]([CH3:29])[CH3:28])[C:25]([CH3:30])=[N:24][CH:23]=4)[CH:19]=[CH:18][N:17]=3)=[CH:13][CH:12]=2)[CH2:7][CH2:6]1)=[O:4].[NH:33]1[CH2:36][CH2:35][CH2:34]1, predict the reaction product. The product is: [ClH:1].[N:33]1([CH2:2][C:3]([N:5]2[CH2:10][CH2:9][N:8]([C:11]3[CH:32]=[CH:31][C:14]([NH:15][C:16]4[N:21]=[C:20]([C:22]5[N:26]([CH:27]([CH3:29])[CH3:28])[C:25]([CH3:30])=[N:24][CH:23]=5)[CH:19]=[CH:18][N:17]=4)=[CH:13][CH:12]=3)[CH2:7][CH2:6]2)=[O:4])[CH2:36][CH2:35][CH2:34]1. (4) The product is: [Cl:1][C:2]1[N:7]=[C:6]([NH:18][CH:15]2[CH2:17][CH2:16]2)[CH:5]=[CH:4][N:3]=1. Given the reactants [Cl:1][C:2]1[N:7]=[C:6](Cl)[CH:5]=[CH:4][N:3]=1.C([O-])([O-])=O.[K+].[K+].[CH:15]1([NH2:18])[CH2:17][CH2:16]1.O, predict the reaction product. (5) Given the reactants Br[CH2:2][C:3]1[CH:11]=[CH:10][C:6]([C:7]([OH:9])=[O:8])=[CH:5][CH:4]=1.[S-:12][C:13]1[CH:18]=[CH:17][CH:16]=[CH:15][CH:14]=1.[Na+].Cl, predict the reaction product. The product is: [C:13]1([S:12][CH2:2][C:3]2[CH:11]=[CH:10][C:6]([C:7]([OH:9])=[O:8])=[CH:5][CH:4]=2)[CH:18]=[CH:17][CH:16]=[CH:15][CH:14]=1. (6) Given the reactants [CH3:1][C:2]1[CH:3]=[C:4]([CH:7]=[CH:8][C:9]=1[OH:10])[CH:5]=O.C(O)(=O)[CH2:12][C:13]([OH:15])=[O:14].N1CCCCC1.Cl, predict the reaction product. The product is: [CH3:1][C:2]1[CH:3]=[C:4]([CH:7]=[CH:8][C:9]=1[OH:10])[CH:5]=[CH:12][C:13]([OH:15])=[O:14].